This data is from Full USPTO retrosynthesis dataset with 1.9M reactions from patents (1976-2016). The task is: Predict the reactants needed to synthesize the given product. The reactants are: CC(OC([NH:8][CH2:9][CH2:10][N:11]1[CH2:16][CH2:15][S:14](=[O:18])(=[O:17])[CH2:13][CH:12]1[C:19]([O:21]C)=O)=O)(C)C.FC(F)(F)C(O)=O. Given the product [CH2:13]1[CH:12]2[C:19](=[O:21])[NH:8][CH2:9][CH2:10][N:11]2[CH2:16][CH2:15][S:14]1(=[O:17])=[O:18], predict the reactants needed to synthesize it.